Predict the reactants needed to synthesize the given product. From a dataset of Full USPTO retrosynthesis dataset with 1.9M reactions from patents (1976-2016). Given the product [Cl:5][C:6]1[C:14]2[N:13]=[C:12]3[N:15]([C:19]4[CH:24]=[CH:23][C:22]([Cl:25])=[CH:21][C:20]=4[Cl:26])[CH2:16][CH2:17][CH2:18][N:11]3[C:10]=2[C:9]([CH:27]([OH:28])[CH2:1][CH3:2])=[CH:8][CH:7]=1, predict the reactants needed to synthesize it. The reactants are: [CH2:1]([Mg]Br)[CH3:2].[Cl:5][C:6]1[CH:7]=[CH:8][C:9]([CH:27]=[O:28])=[C:10]2[C:14]=1[N:13]=[C:12]1[N:15]([C:19]3[CH:24]=[CH:23][C:22]([Cl:25])=[CH:21][C:20]=3[Cl:26])[CH2:16][CH2:17][CH2:18][N:11]21.